Task: Predict the reaction yield, written as a fraction of the theoretical maximum amount of product (1.0 means a 100% yield; for example, 0.34 means a 34% yield).. Dataset: Reaction yield outcomes from USPTO patents with 853,638 reactions (1) The catalyst is C(O)(C)C. The yield is 0.990. The product is [ClH:26].[NH2:7][CH2:8][C@@H:9]([N:16]([CH3:17])[C:18](=[O:28])[CH2:19][C:20]1[CH:25]=[CH:24][C:23]([Cl:26])=[C:22]([Cl:27])[CH:21]=1)[C:10]1[CH:15]=[CH:14][CH:13]=[CH:12][CH:11]=1. The reactants are C(OC(=O)[NH:7][CH2:8][C@@H:9]([N:16]([C:18](=[O:28])[CH2:19][C:20]1[CH:25]=[CH:24][C:23]([Cl:26])=[C:22]([Cl:27])[CH:21]=1)[CH3:17])[C:10]1[CH:15]=[CH:14][CH:13]=[CH:12][CH:11]=1)(C)(C)C.Cl. (2) The reactants are Br[CH2:2][C:3]1[CH:4]=[C:5]2[N:11]=[C:10]([C:12]3[CH:17]=[CH:16][CH:15]=[CH:14][C:13]=3[N+:18]([O-:20])=[O:19])[S:9][C:6]2=[N:7][CH:8]=1.[C:21]([N:28]1[CH2:33][CH2:32][NH:31][CH2:30][CH2:29]1)([O:23][C:24]([CH3:27])([CH3:26])[CH3:25])=[O:22].CCN(CC)CC. The catalyst is C(#N)C. The product is [N+:18]([C:13]1[CH:14]=[CH:15][CH:16]=[CH:17][C:12]=1[C:10]1[S:9][C:6]2[C:5]([N:11]=1)=[CH:4][C:3]([CH2:2][N:31]1[CH2:30][CH2:29][N:28]([C:21]([O:23][C:24]([CH3:27])([CH3:26])[CH3:25])=[O:22])[CH2:33][CH2:32]1)=[CH:8][N:7]=2)([O-:20])=[O:19]. The yield is 0.740.